This data is from Reaction yield outcomes from USPTO patents with 853,638 reactions. The task is: Predict the reaction yield, written as a fraction of the theoretical maximum amount of product (1.0 means a 100% yield; for example, 0.34 means a 34% yield). (1) The reactants are [NH2:1][C:2]1[N:7]=[CH:6][N:5]=[C:4]2[N:8]([CH2:26][C@H:27]3[CH2:31][CH2:30][CH2:29][N:28]3C(OC(C)(C)C)=O)[N:9]=[C:10]([C:11]3[CH:16]=[CH:15][C:14]([O:17][C:18]4[CH:23]=[CH:22][CH:21]=[C:20]([F:24])[C:19]=4[F:25])=[CH:13][CH:12]=3)[C:3]=12.[F:39][C:40]([F:45])([F:44])[C:41]([OH:43])=[O:42]. The catalyst is ClCCl. The product is [F:39][C:40]([F:45])([F:44])[C:41]([OH:43])=[O:42].[F:39][C:40]([F:45])([F:44])[C:41]([OH:43])=[O:42].[F:25][C:19]1[C:20]([F:24])=[CH:21][CH:22]=[CH:23][C:18]=1[O:17][C:14]1[CH:13]=[CH:12][C:11]([C:10]2[C:3]3[C:4](=[N:5][CH:6]=[N:7][C:2]=3[NH2:1])[N:8]([CH2:26][C@H:27]3[CH2:31][CH2:30][CH2:29][NH:28]3)[N:9]=2)=[CH:16][CH:15]=1. The yield is 0.460. (2) The reactants are [Cl:1][C:2]1[S:6][C:5]([C:7]([OH:9])=[O:8])=[CH:4][C:3]=1[C:10]1[N:14]([CH3:15])[N:13]=[CH:12][CH:11]=1.C1C(=O)N([Br:23])C(=O)C1. The catalyst is O1CCCC1. The product is [Br:23][C:11]1[CH:12]=[N:13][N:14]([CH3:15])[C:10]=1[C:3]1[CH:4]=[C:5]([C:7]([OH:9])=[O:8])[S:6][C:2]=1[Cl:1]. The yield is 0.790. (3) The reactants are [Br:1][C:2]1[CH:3]=[C:4]([CH:8]([CH2:11][OH:12])[CH2:9][OH:10])[CH:5]=[N:6][CH:7]=1.CO[C:15](OC)([CH3:17])[CH3:16].CC1C=CC(S(O)(=O)=O)=CC=1. The catalyst is C(Cl)Cl. The product is [Br:1][C:2]1[CH:7]=[N:6][CH:5]=[C:4]([CH:8]2[CH2:11][O:12][C:15]([CH3:17])([CH3:16])[O:10][CH2:9]2)[CH:3]=1. The yield is 0.714. (4) The reactants are Cl[C:2]1[C:3]2[CH:20]=[CH:19][C:18](=[O:21])[N:17]([C:22]3[C:27]([F:28])=[CH:26][CH:25]=[CH:24][C:23]=3[F:29])[C:4]=2[N:5]=[C:6]([NH:8][CH2:9][CH2:10][CH2:11][N:12]([CH2:15][CH3:16])[CH2:13][CH3:14])[N:7]=1.CC1(C)C(C)(C)OB([C:38]2[CH:46]=[CH:45][C:41]([C:42]([OH:44])=[O:43])=[CH:40][CH:39]=2)O1.C(=O)([O-])[O-].[K+].[K+]. The catalyst is O1CCOCC1.O.C1C=CC([P]([Pd]([P](C2C=CC=CC=2)(C2C=CC=CC=2)C2C=CC=CC=2)([P](C2C=CC=CC=2)(C2C=CC=CC=2)C2C=CC=CC=2)[P](C2C=CC=CC=2)(C2C=CC=CC=2)C2C=CC=CC=2)(C2C=CC=CC=2)C2C=CC=CC=2)=CC=1. The product is [CH2:13]([N:12]([CH2:15][CH3:16])[CH2:11][CH2:10][CH2:9][NH:8][C:6]1[N:7]=[C:2]([C:38]2[CH:46]=[CH:45][C:41]([C:42]([OH:44])=[O:43])=[CH:40][CH:39]=2)[C:3]2[CH:20]=[CH:19][C:18](=[O:21])[N:17]([C:22]3[C:27]([F:28])=[CH:26][CH:25]=[CH:24][C:23]=3[F:29])[C:4]=2[N:5]=1)[CH3:14]. The yield is 0.720. (5) The reactants are [Cl:1][C:2]1[CH:14]=[CH:13][C:5]([C:6]([N:8]([CH2:11][CH3:12])[CH2:9][CH3:10])=[O:7])=[CH:4][N:3]=1.[Cl:15][C:16]1[CH:22]=[CH:21][C:19]([NH2:20])=[CH:18][CH:17]=1.C(O)(=O)C. The catalyst is O. The product is [ClH:1].[Cl:15][C:16]1[CH:22]=[CH:21][C:19]([NH:20][C:2]2[CH:14]=[CH:13][C:5]([C:6]([N:8]([CH2:11][CH3:12])[CH2:9][CH3:10])=[O:7])=[CH:4][N:3]=2)=[CH:18][CH:17]=1. The yield is 0.560. (6) The reactants are [N+:1]([C:4]1[CH:5]=[C:6]2[C:10](=[CH:11][CH:12]=1)[NH:9][CH:8]=[C:7]2[C:13]1[CH2:18][CH2:17][C:16](=O)[CH2:15][CH:14]=1)([O-:3])=[O:2].Cl.[CH2:21]([NH2:23])[CH3:22].C(O)(=O)C.[BH-](OC(C)=O)(OC(C)=O)OC(C)=O.[Na+]. The catalyst is ClCCCl.[OH-].[Na+]. The product is [CH2:21]([NH:23][CH:16]1[CH2:17][CH2:18][C:13]([C:7]2[C:6]3[C:10](=[CH:11][CH:12]=[C:4]([N+:1]([O-:3])=[O:2])[CH:5]=3)[NH:9][CH:8]=2)=[CH:14][CH2:15]1)[CH3:22]. The yield is 0.970. (7) The reactants are [OH-].[Na+].[NH2:3][C:4]1([C:20]([OH:22])=[O:21])[CH2:11][CH:10]2[N:12]([CH2:13][C:14]3[CH:19]=[CH:18][CH:17]=[CH:16][CH:15]=3)[CH:6]([CH2:7][O:8][CH2:9]2)[CH2:5]1.[CH3:23][C:24]([O:27][C:28](O[C:28]([O:27][C:24]([CH3:26])([CH3:25])[CH3:23])=[O:29])=[O:29])([CH3:26])[CH3:25]. The catalyst is C1COCC1.O. The product is [CH2:13]([N:12]1[CH:10]2[CH2:11][C:4]([NH:3][C:28]([O:27][C:24]([CH3:26])([CH3:25])[CH3:23])=[O:29])([C:20]([OH:22])=[O:21])[CH2:5][CH:6]1[CH2:7][O:8][CH2:9]2)[C:14]1[CH:15]=[CH:16][CH:17]=[CH:18][CH:19]=1. The yield is 0.370.